This data is from Reaction yield outcomes from USPTO patents with 853,638 reactions. The task is: Predict the reaction yield, written as a fraction of the theoretical maximum amount of product (1.0 means a 100% yield; for example, 0.34 means a 34% yield). (1) The reactants are CO[C:3]1[C:8]([O:9]C)=[CH:7][CH:6]=[CH:5][C:4]=1[C:11](=[O:23])[CH2:12][C:13]([C:15]1[CH:20]=[CH:19][C:18]([O:21]C)=[CH:17][CH:16]=1)=[O:14]. The catalyst is I.CC(O)=O.O. The product is [OH:9][C:8]1[CH:7]=[CH:6][CH:5]=[C:4]2[C:3]=1[O:14][C:13]([C:15]1[CH:20]=[CH:19][C:18]([OH:21])=[CH:17][CH:16]=1)=[CH:12][C:11]2=[O:23]. The yield is 0.520. (2) The reactants are [CH:1]([P:3](=[O:17])([CH:15]=[CH2:16])[C:4]1[CH:9]=[CH:8][C:7]([N+:10]([O-:12])=[O:11])=[C:6]([O:13][CH3:14])[CH:5]=1)=[CH2:2].Cl.[CH2:19]([NH2:21])[CH3:20].[OH-].[Na+].C(N)C. The catalyst is C1COCC1. The product is [CH2:19]([N:21]1[CH2:16][CH2:15][P:3](=[O:17])([C:4]2[CH:9]=[CH:8][C:7]([N+:10]([O-:12])=[O:11])=[C:6]([O:13][CH3:14])[CH:5]=2)[CH2:1][CH2:2]1)[CH3:20]. The yield is 0.460.